From a dataset of Reaction yield outcomes from USPTO patents with 853,638 reactions. Predict the reaction yield, written as a fraction of the theoretical maximum amount of product (1.0 means a 100% yield; for example, 0.34 means a 34% yield). (1) The reactants are [CH3:1][N:2]1[C:10]2[C:9](=[O:11])[CH2:8][CH2:7][C:6]([CH3:13])([CH3:12])[C:5]=2[C:4]([C:14]([O:16][CH2:17][CH3:18])=[O:15])=[N:3]1.C(O[CH:24](OC(C)(C)C)[N:25]([CH3:27])[CH3:26])(C)(C)C. The catalyst is CN(C)C=O. The product is [CH3:24][N:25]([CH:27]=[C:8]1[C:9](=[O:11])[C:10]2[N:2]([CH3:1])[N:3]=[C:4]([C:14]([O:16][CH2:17][CH3:18])=[O:15])[C:5]=2[C:6]([CH3:13])([CH3:12])[CH2:7]1)[CH3:26]. The yield is 0.870. (2) The reactants are [F:1][C:2]1[CH:7]=[CH:6][C:5]([C:8]2[N:9]=[C:10]3[N:14]([C:15]=2[C:16]2[CH:21]=[CH:20][N:19]=[C:18](S(C)(=O)=O)[N:17]=2)[CH:13]=[CH:12][O:11]3)=[CH:4][CH:3]=1.[NH2:26][CH2:27][C:28]([CH3:32])([CH3:31])[CH2:29][OH:30].C(N(C(C)C)CC)(C)C. The catalyst is CS(C)=O.O. The product is [F:1][C:2]1[CH:7]=[CH:6][C:5]([C:8]2[N:9]=[C:10]3[N:14]([C:15]=2[C:16]2[CH:21]=[CH:20][N:19]=[C:18]([NH:26][CH2:27][C:28]([CH3:32])([CH3:31])[CH2:29][OH:30])[N:17]=2)[CH:13]=[CH:12][O:11]3)=[CH:4][CH:3]=1. The yield is 0.860.